From a dataset of Reaction yield outcomes from USPTO patents with 853,638 reactions. Predict the reaction yield, written as a fraction of the theoretical maximum amount of product (1.0 means a 100% yield; for example, 0.34 means a 34% yield). (1) The reactants are [C:1]([O:5][C:6]([NH:8][CH2:9][C:10]1([CH2:13]C(O)=O)[CH2:12][CH2:11]1)=[O:7])([CH3:4])([CH3:3])[CH3:2].[CH3:17][O:18][C:19]([C:21]12[CH2:30][CH:25]3[CH2:26][CH:27]([CH2:29][CH:23]([CH:24]3[NH2:31])[CH2:22]1)[CH2:28]2)=[O:20].C1N(P(Cl)(N2C(=O)OCC2)=O)C(=O)[O:34]C1. The catalyst is C(Cl)Cl. The product is [CH3:17][O:18][C:19]([C:21]12[CH2:30][CH:25]3[CH2:26][CH:27]([CH2:29][CH:23]([CH:24]3[NH:31][C:13]([C:10]3([CH2:9][NH:8][C:6]([O:5][C:1]([CH3:2])([CH3:3])[CH3:4])=[O:7])[CH2:11][CH2:12]3)=[O:34])[CH2:22]1)[CH2:28]2)=[O:20]. The yield is 0.540. (2) The reactants are Br[C:2]1[CH:3]=[C:4]([NH:9][S:10]([C:13]2[CH:18]=[CH:17][CH:16]=[C:15]([O:19][CH:20]([F:22])[F:21])[CH:14]=2)(=[O:12])=[O:11])[C:5]([Cl:8])=[N:6][CH:7]=1.[B:23]1([B:23]2[O:27][C:26]([CH3:29])([CH3:28])[C:25]([CH3:31])([CH3:30])[O:24]2)[O:27][C:26]([CH3:29])([CH3:28])[C:25]([CH3:31])([CH3:30])[O:24]1.C([O-])(=O)C.[K+].O1CCOCC1. The catalyst is O.C1C=CC(P(C2C=CC=CC=2)[C-]2C=CC=C2)=CC=1.C1C=CC(P(C2C=CC=CC=2)[C-]2C=CC=C2)=CC=1.Cl[Pd]Cl.[Fe+2]. The product is [Cl:8][C:5]1[C:4]([NH:9][S:10]([C:13]2[CH:18]=[CH:17][CH:16]=[C:15]([O:19][CH:20]([F:22])[F:21])[CH:14]=2)(=[O:12])=[O:11])=[CH:3][C:2]([B:23]2[O:27][C:26]([CH3:29])([CH3:28])[C:25]([CH3:31])([CH3:30])[O:24]2)=[CH:7][N:6]=1. The yield is 0.491. (3) The reactants are [C:1]([O:5][C:6](=[O:36])[NH:7][C@@H:8]([CH2:29][C:30]1[CH:35]=[CH:34][CH:33]=[CH:32][CH:31]=1)[CH2:9][O:10][C:11]1[CH:16]=[CH:15][C:14]([CH:17]=[O:18])=[C:13]([C:19]2[CH:20]=[C:21]3[C:25](=[CH:26][CH:27]=2)[NH:24][N:23]=[C:22]3[CH3:28])[CH:12]=1)([CH3:4])([CH3:3])[CH3:2].[BH4-].[Na+]. The catalyst is CCO.O. The product is [C:1]([O:5][C:6](=[O:36])[NH:7][C@@H:8]([CH2:29][C:30]1[CH:35]=[CH:34][CH:33]=[CH:32][CH:31]=1)[CH2:9][O:10][C:11]1[CH:16]=[CH:15][C:14]([CH2:17][OH:18])=[C:13]([C:19]2[CH:20]=[C:21]3[C:25](=[CH:26][CH:27]=2)[NH:24][N:23]=[C:22]3[CH3:28])[CH:12]=1)([CH3:4])([CH3:2])[CH3:3]. The yield is 0.660. (4) The reactants are [CH:1]1([C:7]([O:9]C)=O)[CH2:6][CH2:5][CH2:4][CH2:3][CH2:2]1.[C:11]1(=[O:16])[O:15][CH2:14][CH2:13][CH2:12]1.[O-]CC.[Na+].O. The catalyst is O1CCOCC1.CS(C)=O.C(O)(=O)C. The product is [CH:1]1([C:7]([CH:12]2[CH2:13][CH2:14][O:15][C:11]2=[O:16])=[O:9])[CH2:2][CH2:3][CH2:4][CH2:5][CH2:6]1. The yield is 0.700. (5) The reactants are [Cl:1][C:2]1[C:3]([C:8]([OH:10])=O)=[N:4][N:5]([CH3:7])[CH:6]=1.O1CCCC1.C(Cl)(=O)C(Cl)=O.[NH2:22][C:23]1[CH:24]=[C:25]([CH:42]=[CH:43][C:44]=1[F:45])[O:26][C:27]1[CH:28]=[CH:29][C:30]2[N:31]([CH:33]=[C:34]([NH:36][C:37]([CH:39]3[CH2:41][CH2:40]3)=[O:38])[N:35]=2)[N:32]=1. The catalyst is CN(C)C=O.CN(C)C(=O)C. The product is [Cl:1][C:2]1[C:3]([C:8]([NH:22][C:23]2[CH:24]=[C:25]([O:26][C:27]3[CH:28]=[CH:29][C:30]4[N:31]([CH:33]=[C:34]([NH:36][C:37]([CH:39]5[CH2:41][CH2:40]5)=[O:38])[N:35]=4)[N:32]=3)[CH:42]=[CH:43][C:44]=2[F:45])=[O:10])=[N:4][N:5]([CH3:7])[CH:6]=1. The yield is 0.800. (6) The reactants are C([O:5][C:6]([C:8]1[O:9][C:10]2[CH:17]=[CH:16][C:15]([Br:18])=[C:14]([O:19][CH3:20])[C:11]=2[C:12]=1[CH3:13])=[O:7])(C)(C)C.C(O)(C(F)(F)F)=O.ClCCl. No catalyst specified. The product is [Br:18][C:15]1[CH:16]=[CH:17][C:10]2[O:9][C:8]([C:6]([OH:7])=[O:5])=[C:12]([CH3:13])[C:11]=2[C:14]=1[O:19][CH3:20]. The yield is 0.770. (7) The reactants are [C:1](OC)(=[O:6])[CH2:2][C:3]([CH3:5])=[O:4].[H-].[Na+].[Li]CCCC.[C:16]1([CH2:22][CH2:23][C:24]([CH:26]2[CH2:30][CH2:29][CH2:28][CH2:27]2)=[O:25])[CH2:21][CH2:20][CH2:19][CH2:18][CH:17]=1.C(=O)([O-])[O-].[K+].[K+]. The catalyst is C1COCC1. The product is [C:16]1([CH2:22][CH2:23][C:24]2([CH:26]3[CH2:30][CH2:29][CH2:28][CH2:27]3)[O:25][C:1](=[O:6])[CH2:2][C:3](=[O:4])[CH2:5]2)[CH2:21][CH2:20][CH2:19][CH2:18][CH:17]=1. The yield is 0.400. (8) The reactants are C[Si](C)(C)[C:3]#[C:4][CH:5]=[CH:6][C:7]#[C:8][CH2:9][CH2:10][CH2:11][CH3:12].CCCC[N+](CCCC)(CCCC)CCCC.[F-]. No catalyst specified. The product is [CH:3]#[C:4][CH:5]=[CH:6][C:7]#[C:8][CH2:9][CH2:10][CH2:11][CH3:12]. The yield is 0.800.